This data is from Full USPTO retrosynthesis dataset with 1.9M reactions from patents (1976-2016). The task is: Predict the reactants needed to synthesize the given product. (1) Given the product [F:1][C:2]1[C:7]([CH:8]2[CH2:13][CH2:12][N:11]([C:21](=[O:23])[CH3:22])[CH2:10][CH2:9]2)=[N:6][CH:5]=[CH:4][N:3]=1, predict the reactants needed to synthesize it. The reactants are: [F:1][C:2]1[C:7]([CH:8]2[CH2:13][CH2:12][NH:11][CH2:10][CH2:9]2)=[N:6][CH:5]=[CH:4][N:3]=1.C(N(CC)CC)C.[C:21](Cl)(=[O:23])[CH3:22]. (2) Given the product [NH:21]1[C:22]2[C:18](=[CH:17][CH:16]=[C:15]([N:4]3[CH2:5][CH2:6][N:1]([C:7]([O:9][C:10]([CH3:13])([CH3:12])[CH3:11])=[O:8])[CH2:2][CH2:3]3)[CH:23]=2)[CH:19]=[CH:20]1, predict the reactants needed to synthesize it. The reactants are: [N:1]1([C:7]([O:9][C:10]([CH3:13])([CH3:12])[CH3:11])=[O:8])[CH2:6][CH2:5][NH:4][CH2:3][CH2:2]1.Br[C:15]1[CH:23]=[C:22]2[C:18]([CH:19]=[CH:20][NH:21]2)=[CH:17][CH:16]=1.C[Si](C)(C)[N-][Si](C)(C)C.[Li+]. (3) Given the product [Br:23][C:3]1[C:4]2[C:9](=[CH:8][CH:7]=[CH:6][CH:5]=2)[NH:1][C:2]=1[C:10]1[C:11](=[O:22])[NH:12][N:13]=[C:14]([C:16]2[CH:17]=[N:18][N:19]([CH3:21])[CH:20]=2)[CH:15]=1, predict the reactants needed to synthesize it. The reactants are: [NH:1]1[C:9]2[C:4](=[CH:5][CH:6]=[CH:7][CH:8]=2)[CH:3]=[C:2]1[C:10]1[C:11](=[O:22])[NH:12][N:13]=[C:14]([C:16]2[CH:17]=[N:18][N:19]([CH3:21])[CH:20]=2)[CH:15]=1.[Br:23]N1C(=O)CCC1=O. (4) Given the product [ClH:46].[O:1]1[CH2:2][CH2:3][N:4]([C:7]2[N:12]=[C:11]([N:13]3[CH2:18][CH2:17][O:16][CH2:15][CH2:14]3)[N:10]=[C:9]([C:19]3[CH:24]=[CH:23][C:22]([NH:25][C:26]([NH:28][C:29]4[CH:30]=[CH:31][C:32]([C:35]([N:37]5[CH2:38][CH2:39][N:40]([CH3:43])[CH2:41][CH2:42]5)=[O:36])=[CH:33][CH:34]=4)=[O:27])=[CH:21][CH:20]=3)[N:8]=2)[CH2:5][CH2:6]1, predict the reactants needed to synthesize it. The reactants are: [O:1]1[CH2:6][CH2:5][N:4]([C:7]2[N:12]=[C:11]([N:13]3[CH2:18][CH2:17][O:16][CH2:15][CH2:14]3)[N:10]=[C:9]([C:19]3[CH:24]=[CH:23][C:22]([NH:25][C:26]([NH:28][C:29]4[CH:34]=[CH:33][C:32]([C:35]([N:37]5[CH2:42][CH2:41][N:40]([CH3:43])[CH2:39][CH2:38]5)=[O:36])=[CH:31][CH:30]=4)=[O:27])=[CH:21][CH:20]=3)[N:8]=2)[CH2:3][CH2:2]1.CO.[ClH:46]. (5) Given the product [CH2:26]([O:25][C:22]([C:23]1[CH:9]=[C:4]2[CH:3]=[CH:2][NH:1][C:5]2=[N:6][CH:7]=1)=[O:24])[CH3:27], predict the reactants needed to synthesize it. The reactants are: [NH:1]1[C:5]2=[N:6][CH:7]=C(C#N)[CH:9]=[C:4]2[CH:3]=[CH:2]1.OS(O)(=O)=O.C([O-])(O)=O.[Na+].[C:22]([O:25][CH2:26][CH3:27])(=[O:24])[CH3:23]. (6) Given the product [C:1]([C:4]1[CH:5]=[C:6]2[C:10](=[CH:11][CH:12]=1)[NH:9][C:8]([C:13]([OH:15])=[O:14])=[CH:7]2)([CH3:3])=[CH2:2], predict the reactants needed to synthesize it. The reactants are: [C:1]([C:4]1[CH:5]=[C:6]2[C:10](=[CH:11][CH:12]=1)[NH:9][C:8]([C:13]([O:15]CC)=[O:14])=[CH:7]2)([CH3:3])=[CH2:2].[Li+].[OH-]. (7) Given the product [C:23]1([CH2:29][C:30]#[C:31][C:2]2[N:22]=[CH:21][C:5]3[N:6]=[CH:7][N:8]([CH2:11][C:12]4[CH:20]=[CH:19][C:15]([C:16]([OH:18])=[O:17])=[CH:14][CH:13]=4)[C:9](=[O:10])[C:4]=3[CH:3]=2)[CH:28]=[CH:27][CH:26]=[CH:25][CH:24]=1, predict the reactants needed to synthesize it. The reactants are: I[C:2]1[N:22]=[CH:21][C:5]2[N:6]=[CH:7][N:8]([CH2:11][C:12]3[CH:20]=[CH:19][C:15]([C:16]([OH:18])=[O:17])=[CH:14][CH:13]=3)[C:9](=[O:10])[C:4]=2[CH:3]=1.[C:23]1([CH2:29][C:30]#[CH:31])[CH:28]=[CH:27][CH:26]=[CH:25][CH:24]=1.